This data is from Forward reaction prediction with 1.9M reactions from USPTO patents (1976-2016). The task is: Predict the product of the given reaction. (1) The product is: [CH3:33][O:34][C:35]([C:36]([NH:39][C:1](=[O:22])[O:2][CH2:3][C:4]1[CH:5]=[C:6]([CH3:11])[N:7]=[C:8]([CH3:10])[CH:9]=1)([CH3:38])[CH3:37])=[O:40]. Given the reactants [C:1](=[O:22])(OC1C=CC([N+]([O-])=O)=CC=1)[O:2][CH2:3][C:4]1[CH:9]=[C:8]([CH3:10])[N:7]=[C:6]([CH3:11])[CH:5]=1.CCN(C(C)C)C(C)C.Cl.[CH3:33][O:34][C:35](=[O:40])[C:36]([NH2:39])([CH3:38])[CH3:37], predict the reaction product. (2) Given the reactants [CH3:1][O:2][C:3]1[CH:22]=[CH:21][C:6]([O:7][C:8]2[C:16]([CH3:17])=[CH:15][C:14]([N+:18]([O-:20])=[O:19])=[C:13]3[C:9]=2[CH2:10][CH2:11][CH2:12]3)=[CH:5][CH:4]=1.[F:23][C:24]1[CH:32]=[CH:31][C:27]([C:28](Cl)=[O:29])=[CH:26][CH:25]=1, predict the reaction product. The product is: [F:23][C:24]1[CH:32]=[CH:31][C:27]([C:28]([C:22]2[CH:21]=[C:6]([O:7][C:8]3[C:16]([CH3:17])=[CH:15][C:14]([N+:18]([O-:20])=[O:19])=[C:13]4[C:9]=3[CH2:10][CH2:11][CH2:12]4)[CH:5]=[CH:4][C:3]=2[O:2][CH3:1])=[O:29])=[CH:26][CH:25]=1. (3) Given the reactants Cl[C:2]1[CH:3]=[CH:4][C:5]2[N:6]([C:8]([C:11]([F:14])([F:13])[F:12])=[N:9][N:10]=2)[N:7]=1.[OH-].[NH4+:16].O.CCOC(C)=O, predict the reaction product. The product is: [F:12][C:11]([F:14])([F:13])[C:8]1[N:6]2[N:7]=[C:2]([NH2:16])[CH:3]=[CH:4][C:5]2=[N:10][N:9]=1. (4) Given the reactants C(OC(=O)[NH:7][C:8]1[N:9]([C:23]2[CH:24]=[C:25]([C:29]3[CH:34]=[CH:33][CH:32]=[CH:31][CH:30]=3)[CH:26]=[CH:27][CH:28]=2)[CH:10]=[C:11]([O:15][CH2:16][C:17]2[CH:22]=[CH:21][CH:20]=[CH:19][CH:18]=2)[C:12](=[O:14])[CH:13]=1)(C)(C)C, predict the reaction product. The product is: [NH2:7][C:8]1[N:9]([C:23]2[CH:24]=[C:25]([C:29]3[CH:34]=[CH:33][CH:32]=[CH:31][CH:30]=3)[CH:26]=[CH:27][CH:28]=2)[CH:10]=[C:11]([O:15][CH2:16][C:17]2[CH:18]=[CH:19][CH:20]=[CH:21][CH:22]=2)[C:12](=[O:14])[CH:13]=1. (5) Given the reactants [Cl:1][C:2]1[CH:3]=[C:4]([N:9]=[C:10]=[O:11])[CH:5]=[CH:6][C:7]=1[Cl:8].Cl.[NH2:13][CH2:14][C:15]1[CH:16]=[C:17]2[C:21](=[CH:22][CH:23]=1)[C:20](=[O:24])[N:19]([CH:25]1[CH2:30][CH2:29][C:28](=[O:31])[NH:27][C:26]1=[O:32])[CH2:18]2.C(N(CC)CC)C.O, predict the reaction product. The product is: [Cl:1][C:2]1[CH:3]=[C:4]([NH:9][C:10]([NH:13][CH2:14][C:15]2[CH:16]=[C:17]3[C:21](=[CH:22][CH:23]=2)[C:20](=[O:24])[N:19]([CH:25]2[CH2:30][CH2:29][C:28](=[O:31])[NH:27][C:26]2=[O:32])[CH2:18]3)=[O:11])[CH:5]=[CH:6][C:7]=1[Cl:8].